Task: Predict the reactants needed to synthesize the given product.. Dataset: Full USPTO retrosynthesis dataset with 1.9M reactions from patents (1976-2016) (1) Given the product [C:1]([O:5][C:6]1[CH:7]=[CH:8][C:9]([CH:10]=[CH2:11])=[CH:12][CH:13]=1)([CH3:4])([CH3:2])[CH3:3].[C:14]([O:18][CH:19]1[CH2:24][CH2:23][CH2:22][CH2:21][CH2:20]1)(=[O:17])[CH:15]=[CH2:16], predict the reactants needed to synthesize it. The reactants are: [C:1]([O:5][C:6]1[CH:13]=[CH:12][C:9]([CH:10]=[CH2:11])=[CH:8][CH:7]=1)([CH3:4])([CH3:3])[CH3:2].[C:14]([O:18][CH:19]1[CH2:24][CH2:23][CH2:22][CH2:21][CH2:20]1)(=[O:17])[CH:15]=[CH2:16]. (2) Given the product [Br:1][C:2]1[CH:7]=[CH:6][C:5]([CH2:8][Br:28])=[CH:4][C:3]=1[F:9], predict the reactants needed to synthesize it. The reactants are: [Br:1][C:2]1[CH:7]=[CH:6][C:5]([CH3:8])=[CH:4][C:3]=1[F:9].C(OOC(=O)C1C=CC=CC=1)(=O)C1C=CC=CC=1.[Br:28]N1C(=O)CCC1=O.